From a dataset of Rat liver microsome stability data. Regression/Classification. Given a drug SMILES string, predict its absorption, distribution, metabolism, or excretion properties. Task type varies by dataset: regression for continuous measurements (e.g., permeability, clearance, half-life) or binary classification for categorical outcomes (e.g., BBB penetration, CYP inhibition). Dataset: rlm. (1) The molecule is CC(=O)c1cc(C(=O)O)c(Nc2ccc(I)cc2F)n1C. The result is 1 (stable in rat liver microsomes). (2) The molecule is COc1cc(C(=O)c2c[nH]c(-c3c[nH]c4ccccc34)n2)cc2c1OCO2. The result is 1 (stable in rat liver microsomes). (3) The drug is COc1cc(N2CCN(C3CCN(c4cccc5cccnc45)CC3)CC2)c2ncccc2c1. The result is 1 (stable in rat liver microsomes). (4) The compound is Cc1ccc(N2CCC(CNc3nc(-c4ccccc4C(C)C)ncc3F)CC2)cn1. The result is 1 (stable in rat liver microsomes). (5) The drug is NCCOCCN1CCN(C(c2ccccc2)c2ccc(Cl)cc2)CC1. The result is 1 (stable in rat liver microsomes). (6) The molecule is O=S(=O)(Nc1ccc(N2CCNCC2)cc1)c1ccc(NCc2cccc(Cl)c2O)cc1. The result is 0 (unstable in rat liver microsomes). (7) The compound is CC(C)[C@@H]1CN(c2ccc(F)c(S(C)(=O)=O)c2)CCN1c1ncc(CO)c(C(F)(F)F)n1. The result is 0 (unstable in rat liver microsomes). (8) The compound is CC(=O)c1ccc(N2CCN(C(=O)c3ccc4c(c3)CC(=O)N4)CC2)cc1. The result is 0 (unstable in rat liver microsomes).